Task: Predict the reaction yield, written as a fraction of the theoretical maximum amount of product (1.0 means a 100% yield; for example, 0.34 means a 34% yield).. Dataset: Reaction yield outcomes from USPTO patents with 853,638 reactions (1) The reactants are [NH:1]1[CH2:6][CH2:5][CH2:4][CH2:3][CH2:2]1.C(=O)([O-])[O-].[K+].[K+].Br[CH2:14][C:15]([C:17]1([C:21]2[CH:26]=[CH:25][CH:24]=[CH:23][CH:22]=2)[CH2:20][CH2:19][CH2:18]1)=[O:16].[I-].[Na+]. The catalyst is CC(C)=O. The product is [C:21]1([C:17]2([C:15](=[O:16])[CH2:14][N:1]3[CH2:6][CH2:5][CH2:4][CH2:3][CH2:2]3)[CH2:20][CH2:19][CH2:18]2)[CH:26]=[CH:25][CH:24]=[CH:23][CH:22]=1. The yield is 0.570. (2) The reactants are OC1C(=O)NN=C(CCC2C=CC=CC=2)C=1.C([O:24][C:25]1[N:26]=[N:27][C:28]([CH2:39][C:40]2[CH:45]=[C:44]([C:46]([F:49])([F:48])[F:47])[CH:43]=[C:42]([C:50]([F:53])([F:52])[F:51])[CH:41]=2)=[CH:29][C:30]=1[O:31]CC1C=CC=CC=1)C1C=CC=CC=1.O1CCCC1. The catalyst is C(OCC)(=O)C. The product is [F:49][C:46]([F:47])([F:48])[C:44]1[CH:45]=[C:40]([CH2:39][C:28]2[CH:29]=[C:30]([OH:31])[C:25](=[O:24])[NH:26][N:27]=2)[CH:41]=[C:42]([C:50]([F:51])([F:53])[F:52])[CH:43]=1. The yield is 0.270. (3) The reactants are [C:1]([C:4]1[CH:9]=[CH:8][C:7]([S:10](Cl)(=[O:12])=[O:11])=[CH:6][CH:5]=1)(=[O:3])[CH3:2].[CH3:14][NH2:15].O. The catalyst is C1COCC1. The product is [C:1]([C:4]1[CH:9]=[CH:8][C:7]([S:10]([NH:15][CH3:14])(=[O:12])=[O:11])=[CH:6][CH:5]=1)(=[O:3])[CH3:2]. The yield is 0.626. (4) The reactants are [Cl:1][C:2]1[C:3]([CH3:14])=[C:4](I)[C:5]([O:11][CH3:12])=[C:6]([C:8](=[O:10])[CH3:9])[CH:7]=1.[CH3:15][C:16]1(C)C(C)(C)OB(C=C)O1.ClCCl.C(=O)([O-])[O-].[K+].[K+]. The catalyst is O1CCOCC1.O.C1C=CC(P(C2C=CC=CC=2)[C-]2C=CC=C2)=CC=1.C1C=CC(P(C2C=CC=CC=2)[C-]2C=CC=C2)=CC=1.Cl[Pd]Cl.[Fe+2]. The product is [Cl:1][C:2]1[C:3]([CH3:14])=[C:4]([CH:15]=[CH2:16])[C:5]([O:11][CH3:12])=[C:6]([C:8](=[O:10])[CH3:9])[CH:7]=1. The yield is 0.820. (5) The reactants are [CH3:1][C:2]1[N:3]=[C:4]([N:10]2[CH2:14][CH2:13][N:12]([C:15]3[CH:20]=[CH:19][CH:18]=[CH:17][CH:16]=3)[C:11]2=[O:21])[S:5][C:6]=1[C:7]([OH:9])=O.CN1CCOCC1.ClC(OCC(C)C)=O.[CH2:37]([NH2:44])[C:38]1[CH:43]=[CH:42][CH:41]=[CH:40][CH:39]=1. The catalyst is O1CCCC1. The product is [CH2:37]([NH:44][C:7]([C:6]1[S:5][C:4]([N:10]2[CH2:14][CH2:13][N:12]([C:15]3[CH:20]=[CH:19][CH:18]=[CH:17][CH:16]=3)[C:11]2=[O:21])=[N:3][C:2]=1[CH3:1])=[O:9])[C:38]1[CH:43]=[CH:42][CH:41]=[CH:40][CH:39]=1. The yield is 0.0700. (6) The reactants are [C:1]([C:3]1[CH:4]=[CH:5][CH:6]=[C:7]2[C:11]=1[NH:10][CH:9]=[CH:8]2)#[N:2].[H-].[Na+].[CH3:14][Si:15]([CH2:18][CH2:19][O:20][CH2:21]Cl)([CH3:17])[CH3:16]. The catalyst is CN(C=O)C. The product is [CH3:14][Si:15]([CH3:17])([CH3:16])[CH2:18][CH2:19][O:20][CH2:21][N:10]1[C:11]2[C:7](=[CH:6][CH:5]=[CH:4][C:3]=2[C:1]#[N:2])[CH:8]=[CH:9]1. The yield is 0.780. (7) The catalyst is O1CCOCC1.O.C1C=CC(P(C2C=CC=CC=2)[C-]2C=CC=C2)=CC=1.C1C=CC(P(C2C=CC=CC=2)[C-]2C=CC=C2)=CC=1.Cl[Pd]Cl.[Fe+2]. The yield is 0.700. The reactants are Br[C:2]1[C:3]([Cl:8])=[N:4][CH:5]=[CH:6][CH:7]=1.CC1(C)C(C)(C)CB([C:17]2[CH2:18][CH2:19][O:20][CH2:21][CH:22]=2)C1.C([O-])([O-])=O.[Na+].[Na+]. The product is [Cl:8][C:3]1[C:2]([C:17]2[CH2:22][CH2:21][O:20][CH2:19][CH:18]=2)=[CH:7][CH:6]=[CH:5][N:4]=1.